Dataset: Peptide-MHC class I binding affinity with 185,985 pairs from IEDB/IMGT. Task: Regression. Given a peptide amino acid sequence and an MHC pseudo amino acid sequence, predict their binding affinity value. This is MHC class I binding data. (1) The peptide sequence is YSPIFNVDV. The MHC is Mamu-A01 with pseudo-sequence Mamu-A01. The binding affinity (normalized) is 1.00. (2) The peptide sequence is ALVSGTATA. The MHC is HLA-A02:02 with pseudo-sequence HLA-A02:02. The binding affinity (normalized) is 0.858. (3) The peptide sequence is VTIPQIGGM. The MHC is HLA-A80:01 with pseudo-sequence HLA-A80:01. The binding affinity (normalized) is 0.0847.